From a dataset of Reaction yield outcomes from USPTO patents with 853,638 reactions. Predict the reaction yield, written as a fraction of the theoretical maximum amount of product (1.0 means a 100% yield; for example, 0.34 means a 34% yield). (1) The reactants are [C:1]([O:5][C:6]([N:8]1[C:16]2[C:11](=[CH:12][C:13]([OH:17])=[CH:14][CH:15]=2)[CH2:10][CH2:9]1)=[O:7])([CH3:4])([CH3:3])[CH3:2].C(=O)([O-])[O-].[Cs+].[Cs+].[F:24][C:25]([F:38])([F:37])[CH:26]1[CH2:31][CH2:30][CH:29](OS(C)(=O)=O)[CH2:28][CH2:27]1.ClCCl. The catalyst is CC(O)(C)C.CC(=O)CC. The product is [C:1]([O:5][C:6]([N:8]1[C:16]2[C:11](=[CH:12][C:13]([O:17][CH:29]3[CH2:30][CH2:31][CH:26]([C:25]([F:38])([F:37])[F:24])[CH2:27][CH2:28]3)=[CH:14][CH:15]=2)[CH2:10][CH2:9]1)=[O:7])([CH3:4])([CH3:2])[CH3:3]. The yield is 0.400. (2) The catalyst is C1COCC1.C(O)C.O.[Fe]. The yield is 0.990. The reactants are [NH2:1][C:2]1[C:11]([N+:12]([O-])=O)=[CH:10][C:9]([Br:15])=[CH:8][C:3]=1[C:4]([O:6][CH3:7])=[O:5].[Cl-].[NH4+]. The product is [NH2:1][C:2]1[C:11]([NH2:12])=[CH:10][C:9]([Br:15])=[CH:8][C:3]=1[C:4]([O:6][CH3:7])=[O:5]. (3) The reactants are [NH:1]1[CH2:6][CH2:5][CH2:4][CH2:3][CH2:2]1.C(=O)([O-])[O-].[K+].[K+].CC(N(C)C)=O.[Br:19][C:20]1[C:21]([CH3:34])=[C:22]([CH3:33])[C:23]2[O:27][C:26]([CH2:29]I)([CH3:28])[CH2:25][C:24]=2[C:31]=1[CH3:32]. The catalyst is C(OCC)(=O)C.O. The product is [Br:19][C:20]1[C:21]([CH3:34])=[C:22]([CH3:33])[C:23]2[O:27][C:26]([CH2:28][N:1]3[CH2:6][CH2:5][CH2:4][CH2:3][CH2:2]3)([CH3:29])[CH2:25][C:24]=2[C:31]=1[CH3:32]. The yield is 0.640. (4) The reactants are Br[C:2]1[CH:3]=[C:4]([CH:29]=[CH:30][CH:31]=1)[C:5]([NH:7][CH:8]([C:10]1[N:15]=[N:14][C:13]([NH:16][C:17]2[CH:22]=[C:21]([O:23][CH3:24])[C:20]([O:25][CH3:26])=[C:19]([O:27][CH3:28])[CH:18]=2)=[N:12][CH:11]=1)[CH3:9])=[O:6].NC(C1N=NC(NC2C=C(OC)C(OC)=C(OC)C=2)=NC=1)C.[CH3:54][O:55][C:56](C1C=CC(C(O)=O)=CC=1)=[O:57].C(N(C(C)C)CC)(C)C.F[P-](F)(F)(F)(F)F.N1(OC(N(C)C)=[N+](C)C)C2N=CC=CC=2N=N1. The catalyst is CN(C)C=O. The product is [CH3:28][O:27][C:19]1[CH:18]=[C:17]([NH:16][C:13]2[N:14]=[N:15][C:10]([CH:8]([NH:7][C:5]([C:4]3[CH:29]=[CH:30][C:31]([C:56]([O:55][CH3:54])=[O:57])=[CH:2][CH:3]=3)=[O:6])[CH3:9])=[CH:11][N:12]=2)[CH:22]=[C:21]([O:23][CH3:24])[C:20]=1[O:25][CH3:26]. The yield is 1.00.